From a dataset of Catalyst prediction with 721,799 reactions and 888 catalyst types from USPTO. Predict which catalyst facilitates the given reaction. (1) Reactant: [OH-:1].[Na+].BrBr.[F:5][C:6]1[CH:11]=[C:10]([O:12][CH3:13])[CH:9]=[CH:8][C:7]=1[C:14](=[O:16])C. Product: [F:5][C:6]1[CH:11]=[C:10]([O:12][CH3:13])[CH:9]=[CH:8][C:7]=1[C:14]([OH:16])=[O:1]. The catalyst class is: 127. (2) Reactant: [CH3:1][C:2]1[C:20]([N+:21]([O-])=O)=[CH:19][CH:18]=[CH:17][C:3]=1[O:4][CH:5]1[CH2:9][CH2:8][N:7]([C:10]([O:12][C:13]([CH3:16])([CH3:15])[CH3:14])=[O:11])[CH2:6]1. Product: [NH2:21][C:20]1[C:2]([CH3:1])=[C:3]([CH:17]=[CH:18][CH:19]=1)[O:4][CH:5]1[CH2:9][CH2:8][N:7]([C:10]([O:12][C:13]([CH3:14])([CH3:15])[CH3:16])=[O:11])[CH2:6]1. The catalyst class is: 29.